This data is from Catalyst prediction with 721,799 reactions and 888 catalyst types from USPTO. The task is: Predict which catalyst facilitates the given reaction. (1) Reactant: C([O:5][C:6]([NH:8][C@H:9]1[CH2:13][CH2:12][N:11]([C:14]2[CH:19]=[CH:18][C:17]([N:20]3[CH2:24][C@H:23]([CH2:25][N:26]([C:35]4[CH:39]=[CH:38][O:37][N:36]=4)C(OCC(Cl)(Cl)Cl)=O)[O:22][C:21]3=[O:40])=[CH:16][C:15]=2[F:41])[CH2:10]1)=O)(C)(C)C.Cl.Cl[CH2:44]Cl. Product: [O:37]1[CH:38]=[CH:39][C:35]([NH:26][CH2:25][C@@H:23]2[O:22][C:21](=[O:40])[N:20]([C:17]3[CH:18]=[CH:19][C:14]([N:11]4[CH2:12][CH2:13][C@H:9]([NH:8][C:6](=[O:5])[CH3:44])[CH2:10]4)=[C:15]([F:41])[CH:16]=3)[CH2:24]2)=[N:36]1. The catalyst class is: 8. (2) Reactant: [C:1]1([CH:7]([N:14]2[CH2:19][CH2:18][NH:17][CH2:16][CH2:15]2)[C:8]2[CH:13]=[CH:12][CH:11]=[CH:10][CH:9]=2)[CH:6]=[CH:5][CH:4]=[CH:3][CH:2]=1.Br[CH2:21][C:22]([N:24]([C:31]1[CH:36]=[CH:35][CH:34]=[CH:33][CH:32]=1)[C:25]1[CH:30]=[CH:29][CH:28]=[CH:27][CH:26]=1)=[O:23].C([O-])(O)=O.[Na+]. Product: [CH:7]([N:14]1[CH2:15][CH2:16][N:17]([CH2:21][C:22]([N:24]([C:31]2[CH:36]=[CH:35][CH:34]=[CH:33][CH:32]=2)[C:25]2[CH:30]=[CH:29][CH:28]=[CH:27][CH:26]=2)=[O:23])[CH2:18][CH2:19]1)([C:8]1[CH:13]=[CH:12][CH:11]=[CH:10][CH:9]=1)[C:1]1[CH:6]=[CH:5][CH:4]=[CH:3][CH:2]=1. The catalyst class is: 23. (3) Reactant: [Cl:1][C:2]1[CH:3]=[C:4]2[NH:11][CH2:10][CH2:9][N:5]2[C:6](=[O:8])[N:7]=1.I[CH:13]([CH3:15])[CH3:14].C([O-])([O-])=O.[Cs+].[Cs+]. Product: [Cl:1][C:2]1[CH:3]=[C:4]2[N:11]([CH:13]([CH3:15])[CH3:14])[CH2:10][CH2:9][N:5]2[C:6](=[O:8])[N:7]=1. The catalyst class is: 10. (4) Reactant: [CH:1](=O)[C:2]1[CH:7]=[CH:6][CH:5]=[CH:4][CH:3]=1.[NH3:9].[CH2:10]([C@H:12]1[O:14][CH2:13]1)[Cl:11]. Product: [CH:1](=[N:9][CH2:13][C@H:12]([OH:14])[CH2:10][Cl:11])[C:2]1[CH:7]=[CH:6][CH:5]=[CH:4][CH:3]=1. The catalyst class is: 237. (5) Reactant: [CH2:1]([N:3]1[C:7]2=[N:8][C:9]([CH2:48][CH3:49])=[C:10]([CH2:19][NH:20][C:21]([C:23]3[CH:28]=[CH:27][CH:26]=[C:25]([C:29]([NH:31][CH2:32][C:33]4[CH:34]=[C:35]([C:40]5[CH:45]=[CH:44][CH:43]=[C:42]([CH:46]=O)[CH:41]=5)[C:36]([CH3:39])=[CH:37][CH:38]=4)=[O:30])[N:24]=3)=[O:22])[C:11]([NH:12][CH:13]3[CH2:18][CH2:17][O:16][CH2:15][CH2:14]3)=[C:6]2[CH:5]=[N:4]1)[CH3:2].[N:50]1([C:56]([O:58][C:59]([CH3:62])([CH3:61])[CH3:60])=[O:57])[CH2:55][CH2:54][NH:53][CH2:52][CH2:51]1.C(O)(=O)C.C(O[BH-](OC(=O)C)OC(=O)C)(=O)C. Product: [CH2:1]([N:3]1[C:7]2=[N:8][C:9]([CH2:48][CH3:49])=[C:10]([CH2:19][NH:20][C:21]([C:23]3[N:24]=[C:25]([C:29]([NH:31][CH2:32][C:33]4[CH:38]=[CH:37][C:36]([CH3:39])=[C:35]([C:40]5[CH:45]=[CH:44][CH:43]=[C:42]([CH2:46][N:53]6[CH2:54][CH2:55][N:50]([C:56]([O:58][C:59]([CH3:62])([CH3:61])[CH3:60])=[O:57])[CH2:51][CH2:52]6)[CH:41]=5)[CH:34]=4)=[O:30])[CH:26]=[CH:27][CH:28]=3)=[O:22])[C:11]([NH:12][CH:13]3[CH2:18][CH2:17][O:16][CH2:15][CH2:14]3)=[C:6]2[CH:5]=[N:4]1)[CH3:2]. The catalyst class is: 26.